Regression. Given a peptide amino acid sequence and an MHC pseudo amino acid sequence, predict their binding affinity value. This is MHC class I binding data. From a dataset of Peptide-MHC class I binding affinity with 185,985 pairs from IEDB/IMGT. (1) The peptide sequence is LELGDYKL. The MHC is Mamu-B01 with pseudo-sequence Mamu-B01. The binding affinity (normalized) is 0.138. (2) The peptide sequence is RLRAEAQVK. The MHC is HLA-B08:01 with pseudo-sequence HLA-B08:01. The binding affinity (normalized) is 0.